This data is from Peptide-MHC class I binding affinity with 185,985 pairs from IEDB/IMGT. The task is: Regression. Given a peptide amino acid sequence and an MHC pseudo amino acid sequence, predict their binding affinity value. This is MHC class I binding data. (1) The peptide sequence is AMGDAGGYK. The MHC is HLA-A03:01 with pseudo-sequence HLA-A03:01. The binding affinity (normalized) is 0.394. (2) The peptide sequence is SEGNATPGGY. The MHC is HLA-B40:01 with pseudo-sequence HLA-B40:01. The binding affinity (normalized) is 0.